From a dataset of Catalyst prediction with 721,799 reactions and 888 catalyst types from USPTO. Predict which catalyst facilitates the given reaction. (1) Reactant: Cl[C:2]1[C:12]2[O:11][CH2:10][CH2:9][N:8]([CH3:13])[C:7](=[O:14])[C:6]=2[CH:5]=[CH:4][C:3]=1[F:15].C([O-])=O.[NH4+]. Product: [F:15][C:3]1[CH:4]=[CH:5][C:6]2[C:7](=[O:14])[N:8]([CH3:13])[CH2:9][CH2:10][O:11][C:12]=2[CH:2]=1. The catalyst class is: 43. (2) Reactant: Cl[S:2]([O:5][Si](C)(C)C)(=[O:4])=[O:3].[CH3:10][N:11]1[CH:15]=[CH:14][CH:13]=[C:12]1[Sn](CCCC)(CCCC)CCCC.C(=O)([O-])O.[Na+:33]. Product: [OH2:3].[CH3:10][N:11]1[CH:15]=[CH:14][C:13]([S:2]([O-:5])(=[O:4])=[O:3])=[CH:12]1.[Na+:33]. The catalyst class is: 53. (3) Reactant: [CH3:1][O:2][C:3]([CH:5]1[CH2:8][NH:7][CH2:6]1)=[O:4].[CH2:9]([N:11]([CH2:38][CH3:39])[C:12]1[CH:17]=[C:16]([C:18]2[O:22][N:21]=[C:20]([C:23]3[CH:28]=[C:27]([CH3:29])[C:26]([O:30][CH2:31][C@@H:32]4[CH2:34][O:33]4)=[C:25]([CH2:35][CH3:36])[CH:24]=3)[N:19]=2)[CH:15]=[C:14]([CH3:37])[N:13]=1)[CH3:10].C(N(CC)CC)C.CC(=O)OCC. Product: [CH3:1][O:2][C:3]([CH:5]1[CH2:8][N:7]([CH2:34][C@H:32]([OH:33])[CH2:31][O:30][C:26]2[C:27]([CH3:29])=[CH:28][C:23]([C:20]3[N:19]=[C:18]([C:16]4[CH:15]=[C:14]([CH3:37])[N:13]=[C:12]([N:11]([CH2:38][CH3:39])[CH2:9][CH3:10])[CH:17]=4)[O:22][N:21]=3)=[CH:24][C:25]=2[CH2:35][CH3:36])[CH2:6]1)=[O:4]. The catalyst class is: 5. (4) Reactant: [Cl:1][C:2]1[CH:3]=[C:4]([C@@H:9](O)[CH2:10][O:11][CH3:12])[CH:5]=[CH:6][C:7]=1[Cl:8].[C:14]1(=[O:24])[C:22]2[C:17](=[CH:18][CH:19]=[CH:20][CH:21]=2)[C:16](=[O:23])[NH:15]1.C1C=CC(P(C2C=CC=CC=2)C2C=CC=CC=2)=CC=1.CCOC(/N=N/C(OCC)=O)=O. Product: [Cl:1][C:2]1[CH:3]=[C:4]([C@H:9]([N:15]2[C:16](=[O:23])[C:17]3[C:22](=[CH:21][CH:20]=[CH:19][CH:18]=3)[C:14]2=[O:24])[CH2:10][O:11][CH3:12])[CH:5]=[CH:6][C:7]=1[Cl:8]. The catalyst class is: 1.